Task: Predict the reactants needed to synthesize the given product.. Dataset: Full USPTO retrosynthesis dataset with 1.9M reactions from patents (1976-2016) (1) Given the product [NH2:1][C:2]1[CH:3]=[C:4]([C:8]2[C:17]3[C:12](=[C:13]([C:18]([F:21])([F:19])[F:20])[CH:14]=[CH:15][CH:16]=3)[N:11]=[CH:10][C:9]=2[C:22]([NH2:23])=[O:24])[CH:5]=[CH:6][CH:7]=1, predict the reactants needed to synthesize it. The reactants are: [NH2:1][C:2]1[CH:3]=[C:4]([C:8]2[C:17]3[C:12](=[C:13]([C:18]([F:21])([F:20])[F:19])[CH:14]=[CH:15][CH:16]=3)[N:11]=[CH:10][C:9]=2[C:22]#[N:23])[CH:5]=[CH:6][CH:7]=1.[OH:24]O.[OH-].[Na+].Cl. (2) The reactants are: Br[C:2]1[CH:3]=[N:4][CH:5]=[C:6]([Cl:16])[C:7]=1[CH2:8][O:9][CH:10]1[CH2:15][CH2:14][CH2:13][CH2:12][O:11]1.[Li]CCCC.[CH3:22][O:23][C:24](=O)[CH2:25][O:26]C.C([O-])(O)=O.[Na+]. Given the product [Cl:16][C:6]1[C:7]([CH2:8][O:9][CH:10]2[CH2:15][CH2:14][CH2:13][CH2:12][O:11]2)=[C:2]([C:25](=[O:26])[CH2:24][O:23][CH3:22])[CH:3]=[N:4][CH:5]=1, predict the reactants needed to synthesize it. (3) The reactants are: O=C1C2C(=CC=CC=2)C(=O)[N:3]1[CH2:12][CH2:13][C:14]1[CH:19]=[CH:18][C:17]([CH2:20][CH2:21][C:22]2[N:23]=[C:24]([NH:27][C:28](=[O:30])[CH3:29])[S:25][CH:26]=2)=[CH:16][CH:15]=1.O.NN. Given the product [NH2:3][CH2:12][CH2:13][C:14]1[CH:19]=[CH:18][C:17]([CH2:20][CH2:21][C:22]2[N:23]=[C:24]([NH:27][C:28](=[O:30])[CH3:29])[S:25][CH:26]=2)=[CH:16][CH:15]=1, predict the reactants needed to synthesize it. (4) Given the product [Cl:1][C:2]1[CH:3]=[CH:4][C:5]([C:8]2[N:9]=[C:10]3[CH:15]=[CH:14][CH:13]=[CH:12][N:11]3[C:16]=2[CH2:17][N:18]2[CH:23]=[CH:22][C:21]([O:55][CH2:54][CH3:53])=[N:20][C:19]2=[O:27])=[CH:6][CH:7]=1, predict the reactants needed to synthesize it. The reactants are: [Cl:1][C:2]1[CH:7]=[CH:6][C:5]([C:8]2[N:9]=[C:10]3[CH:15]=[CH:14][CH:13]=[CH:12][N:11]3[C:16]=2[CH2:17][N:18]2[CH:23]=[CH:22][C:21](NCC)=[N:20][C:19]2=[O:27])=[CH:4][CH:3]=1.ClC1C=CN(CC2N3C=CC=CC3=NC=2C2C=CC(Cl)=CC=2)C(=O)N=1.[CH3:53][CH2:54][O-:55].[Na+]. (5) Given the product [O:48]1[C:41]2[C:42](=[N:43][CH:44]=[C:39]([C:2]3[N:7]4[CH:8]=[N:9][CH:10]=[C:6]4[C:5]([O:11][CH2:12][C@@H:13]4[CH2:18][CH2:17][CH2:16][N:15]([CH2:19][CH:20]([OH:22])[CH3:21])[CH2:14]4)=[CH:4][C:3]=3[C:23]3[CH:30]=[CH:29][C:26]([C:27]#[N:28])=[CH:25][CH:24]=3)[CH:40]=2)[O:45][CH2:46][CH2:47]1, predict the reactants needed to synthesize it. The reactants are: Cl[C:2]1[N:7]2[CH:8]=[N:9][CH:10]=[C:6]2[C:5]([O:11][CH2:12][C@@H:13]2[CH2:18][CH2:17][CH2:16][N:15]([CH2:19][CH:20]([OH:22])[CH3:21])[CH2:14]2)=[CH:4][C:3]=1[C:23]1[CH:30]=[CH:29][C:26]([C:27]#[N:28])=[CH:25][CH:24]=1.CC1(C)C(C)(C)OB([C:39]2[CH:40]=[C:41]3[O:48][CH2:47][CH2:46][O:45][C:42]3=[N:43][CH:44]=2)O1.C(=O)([O-])[O-].[Cs+].[Cs+].[F-].[Cs+]. (6) The reactants are: Cl[C:2]1[C:3]2[C:4](=[CH:13][N:14](CC3C=CC(OC)=CC=3)[N:15]=2)[N:5]=[C:6]([C:8]2[S:9][CH:10]=[CH:11][CH:12]=2)[N:7]=1.[CH3:25][C:26]1([CH3:37])[S:31][C:30]2[CH:32]=[CH:33][C:34]([NH2:36])=[CH:35][C:29]=2[NH:28][CH2:27]1.Cl. Given the product [CH3:25][C:26]1([CH3:37])[S:31][C:30]2[CH:32]=[CH:33][C:34]([NH:36][C:2]3[C:3]4[NH:15][N:14]=[CH:13][C:4]=4[N:5]=[C:6]([C:8]4[S:9][CH:10]=[CH:11][CH:12]=4)[N:7]=3)=[CH:35][C:29]=2[NH:28][CH2:27]1, predict the reactants needed to synthesize it.